From a dataset of Reaction yield outcomes from USPTO patents with 853,638 reactions. Predict the reaction yield, written as a fraction of the theoretical maximum amount of product (1.0 means a 100% yield; for example, 0.34 means a 34% yield). (1) The reactants are [NH2:1][C:2]1[CH:7]=[CH:6][N:5]=[C:4]([Cl:8])[CH:3]=1.C(N(CC)CC)C.[Cl-].ClC1N(C)CC[NH+]1C.[CH3:25][O:26][C:27]1[C:28](=[O:51])[C:29]([CH3:50])=[C:30]([CH2:36][C:37]2[CH:38]=[CH:39][C:40]([O:46][C:47](=[O:49])[CH3:48])=[C:41]([CH:45]=2)[C:42](O)=[O:43])[C:31](=[O:35])[C:32]=1[O:33][CH3:34]. The catalyst is C(Cl)Cl. The product is [Cl:8][C:4]1[CH:3]=[C:2]([NH:1][C:42](=[O:43])[C:41]2[CH:45]=[C:37]([CH2:36][C:30]3[C:31](=[O:35])[C:32]([O:33][CH3:34])=[C:27]([O:26][CH3:25])[C:28](=[O:51])[C:29]=3[CH3:50])[CH:38]=[CH:39][C:40]=2[O:46][C:47](=[O:49])[CH3:48])[CH:7]=[CH:6][N:5]=1. The yield is 0.300. (2) The reactants are [O:1]([CH2:9][CH2:10][C:11]1[C:19]2[C:18]([Cl:20])=[N:17][CH:16]=[N:15][C:14]=2[N:13]([C@@H:21]2[O:36][C@H:35]([CH2:37][O:38][CH2:39][C:40]3[CH:45]=[CH:44][C:43]([Cl:46])=[CH:42][C:41]=3[Cl:47])[C@@H:24]([O:25][CH2:26][C:27]3[CH:32]=[CH:31][C:30]([Cl:33])=[CH:29][C:28]=3[Cl:34])[C@@:22]2([CH3:48])[OH:23])[CH:12]=1)[Si](C(C)(C)C)(C)C.[F-].C([N+](CCCC)(CCCC)CCCC)CCC.C(Cl)Cl. The catalyst is C1COCC1.[Cl-].[Na+].O. The product is [Cl:20][C:18]1[C:19]2[C:11]([CH2:10][CH2:9][OH:1])=[CH:12][N:13]([C@@H:21]3[O:36][C@H:35]([CH2:37][O:38][CH2:39][C:40]4[CH:45]=[CH:44][C:43]([Cl:46])=[CH:42][C:41]=4[Cl:47])[C@@H:24]([O:25][CH2:26][C:27]4[CH:32]=[CH:31][C:30]([Cl:33])=[CH:29][C:28]=4[Cl:34])[C@@:22]3([CH3:48])[OH:23])[C:14]=2[N:15]=[CH:16][N:17]=1. The yield is 0.880.